From a dataset of Full USPTO retrosynthesis dataset with 1.9M reactions from patents (1976-2016). Predict the reactants needed to synthesize the given product. Given the product [C:1]([C:5]1[N:6]=[C:7]([N:16]2[CH2:20][CH2:19][C:18]([F:21])([F:22])[CH2:17]2)[C:8]2[N:13]=[N:12][N:11]([CH2:14][C:15]3[C:44]([Cl:43])=[N:45][CH:46]=[C:47]([Cl:52])[CH:48]=3)[C:9]=2[N:10]=1)([CH3:2])([CH3:3])[CH3:4], predict the reactants needed to synthesize it. The reactants are: [C:1]([C:5]1[N:6]=[C:7]([N:16]2[CH2:20][CH2:19][C:18]([F:22])([F:21])[CH2:17]2)[C:8]2[N:13]=[N:12][N:11]([CH2:14][CH3:15])[C:9]=2[N:10]=1)([CH3:4])([CH3:3])[CH3:2].C(C1N=C(N2CCC(F)(F)C2)C2N=NNC=2N=1)(C)(C)C.[Cl:43][C:44]1C(CCl)=[CH:48][C:47]([Cl:52])=[CH:46][N:45]=1.